Dataset: Full USPTO retrosynthesis dataset with 1.9M reactions from patents (1976-2016). Task: Predict the reactants needed to synthesize the given product. (1) Given the product [NH2:37][C:38]1[N:43]([C:44]2[CH:45]=[CH:46][C:47]([NH:50][C:10](=[O:12])[CH2:9][C:5]3[CH:6]=[CH:7][CH:8]=[C:3]([O:2][CH3:1])[CH:4]=3)=[CH:48][CH:49]=2)[CH2:42][N:41]=[C:40]2[O:51][CH:52]=[CH:53][C:39]=12, predict the reactants needed to synthesize it. The reactants are: [CH3:1][O:2][C:3]1[CH:4]=[C:5]([CH2:9][C:10]([OH:12])=O)[CH:6]=[CH:7][CH:8]=1.CN(C(ON1N=NC2C=CC=CC1=2)=[N+](C)C)C.F[P-](F)(F)(F)(F)F.[NH2:37][C:38]1[N:43]([C:44]2[CH:49]=[CH:48][C:47]([NH2:50])=[CH:46][CH:45]=2)[CH2:42][N:41]=[C:40]2[O:51][CH:52]=[CH:53][C:39]=12.C(N(CC)C(C)C)(C)C. (2) Given the product [ClH:1].[NH:2]1[CH2:7][CH2:6][O:5][C@@H:4]([CH2:8][N:9]2[C:13]3[CH:14]=[CH:15][CH:16]=[CH:17][C:12]=3[N:11]([C:18]3[CH:19]=[CH:20][CH:21]=[CH:22][CH:23]=3)[S:10]2(=[O:25])=[O:24])[CH2:3]1, predict the reactants needed to synthesize it. The reactants are: [ClH:1].[NH:2]1[CH2:7][CH2:6][O:5][CH:4]([CH2:8][N:9]2[C:13]3[CH:14]=[CH:15][CH:16]=[CH:17][C:12]=3[N:11]([C:18]3[CH:23]=[CH:22][CH:21]=[CH:20][CH:19]=3)[S:10]2(=[O:25])=[O:24])[CH2:3]1. (3) Given the product [F:20][C:21]1[CH:28]=[C:25]([C:26]#[N:27])[C:24]([C:2]2[CH:3]=[C:4]([N:9]3[C:17]4[CH:16]=[CH:15][N:14]([CH3:18])[C:13](=[O:19])[C:12]=4[N:11]=[CH:10]3)[CH:5]=[CH:6][C:7]=2[F:8])=[CH:23][CH:22]=1, predict the reactants needed to synthesize it. The reactants are: Br[C:2]1[CH:3]=[C:4]([N:9]2[C:17]3[CH:16]=[CH:15][N:14]([CH3:18])[C:13](=[O:19])[C:12]=3[N:11]=[CH:10]2)[CH:5]=[CH:6][C:7]=1[F:8].[F:20][C:21]1[CH:22]=[CH:23][C:24](B2OC(C)(C)C(C)(C)O2)=[C:25]([CH:28]=1)[C:26]#[N:27]. (4) Given the product [Br:1][C:2]1[CH:3]=[C:4]([C:8]2([C:9]([O:11][CH3:12])=[O:10])[CH2:17][CH2:16]2)[CH:5]=[N:6][CH:7]=1, predict the reactants needed to synthesize it. The reactants are: [Br:1][C:2]1[CH:3]=[C:4]([CH2:8][C:9]([O:11][CH3:12])=[O:10])[CH:5]=[N:6][CH:7]=1.[H-].[Na+].Br[CH2:16][CH2:17]Br.O. (5) Given the product [Br:13][C:12]1[C:8]([C:5]2[CH:4]=[CH:3][C:2]([F:1])=[CH:7][CH:6]=2)=[N:9][NH:10][CH:11]=1, predict the reactants needed to synthesize it. The reactants are: [F:1][C:2]1[CH:7]=[CH:6][C:5]([C:8]2[CH:12]=[CH:11][NH:10][N:9]=2)=[CH:4][CH:3]=1.[Br:13]Br. (6) Given the product [Cl:1][C:2]1[CH:27]=[CH:26][C:5]([CH2:6][N:7]2[C:15]3[C:10](=[CH:11][C:12](/[CH:16]=[C:17]4/[C:18](=[O:25])[N:19]=[C:20]([N:40]5[CH2:39][CH2:38][NH:37][C@@H:36]([C:34]([NH:33][CH3:32])=[O:35])[CH2:41]5)[S:21]/4)=[CH:13][CH:14]=3)[CH:9]=[N:8]2)=[C:4]([C:28]([F:31])([F:30])[F:29])[CH:3]=1, predict the reactants needed to synthesize it. The reactants are: [Cl:1][C:2]1[CH:27]=[CH:26][C:5]([CH2:6][N:7]2[C:15]3[C:10](=[CH:11][C:12]([CH:16]=[C:17]4[S:21][C:20](SCC)=[N:19][C:18]4=[O:25])=[CH:13][CH:14]=3)[CH:9]=[N:8]2)=[C:4]([C:28]([F:31])([F:30])[F:29])[CH:3]=1.[CH3:32][NH:33][C:34]([C@H:36]1[CH2:41][NH:40][CH2:39][CH2:38][NH:37]1)=[O:35].